This data is from Catalyst prediction with 721,799 reactions and 888 catalyst types from USPTO. The task is: Predict which catalyst facilitates the given reaction. Reactant: [F:1][C:2]1[N:21]=[CH:20][C:5]2[CH2:6][CH2:7][CH:8]3[CH2:15][CH2:14][CH:13]([C:16]([O:18]C)=[O:17])[CH2:12][N:9]3[C:10](=[O:11])[C:4]=2[CH:3]=1.[Li+].[OH-].Cl.O. Product: [F:1][C:2]1[N:21]=[CH:20][C:5]2[CH2:6][CH2:7][CH:8]3[CH2:15][CH2:14][CH:13]([C:16]([OH:18])=[O:17])[CH2:12][N:9]3[C:10](=[O:11])[C:4]=2[CH:3]=1. The catalyst class is: 1.